From a dataset of Catalyst prediction with 721,799 reactions and 888 catalyst types from USPTO. Predict which catalyst facilitates the given reaction. (1) Reactant: Br[CH2:2][C:3]1[CH:8]=[CH:7][C:6]([C:9]2[CH:13]=[C:12]([C:14]([NH2:16])=[O:15])[O:11][N:10]=2)=[CH:5][CH:4]=1.[Cl:17][C:18]1[CH:23]=[CH:22][C:21]([OH:24])=[CH:20][CH:19]=1.C([O-])([O-])=O.[K+].[K+]. Product: [Cl:17][C:18]1[CH:23]=[CH:22][C:21]([O:24][CH2:2][C:3]2[CH:8]=[CH:7][C:6]([C:9]3[CH:13]=[C:12]([C:14]([NH2:16])=[O:15])[O:11][N:10]=3)=[CH:5][CH:4]=2)=[CH:20][CH:19]=1. The catalyst class is: 23. (2) Reactant: C([O:5][C:6]([C:8]1[N:9]=[C:10]([Br:26])[C:11]2[C:16]([C:17]=1[OH:18])=[CH:15][CH:14]=[C:13]([O:19][C:20]1[CH:25]=[CH:24][CH:23]=[CH:22][CH:21]=1)[CH:12]=2)=[O:7])CCC.[OH-].[Na+]. Product: [Br:26][C:10]1[C:11]2[C:16](=[CH:15][CH:14]=[C:13]([O:19][C:20]3[CH:25]=[CH:24][CH:23]=[CH:22][CH:21]=3)[CH:12]=2)[C:17]([OH:18])=[C:8]([C:6]([OH:7])=[O:5])[N:9]=1. The catalyst class is: 14. (3) Reactant: C[O:2][C:3](=[O:22])[CH2:4][CH2:5][N:6]1[C:11]2[CH:12]=[C:13]([Cl:17])[CH:14]=[C:15]([CH3:16])[C:10]=2[O:9][C@H:8]([CH:18]([CH3:20])[CH3:19])[C:7]1=[O:21].[OH-].[Na+]. Product: [Cl:17][C:13]1[CH:14]=[C:15]([CH3:16])[C:10]2[O:9][C@H:8]([CH:18]([CH3:20])[CH3:19])[C:7](=[O:21])[N:6]([CH2:5][CH2:4][C:3]([OH:22])=[O:2])[C:11]=2[CH:12]=1. The catalyst class is: 5.